This data is from NCI-60 drug combinations with 297,098 pairs across 59 cell lines. The task is: Regression. Given two drug SMILES strings and cell line genomic features, predict the synergy score measuring deviation from expected non-interaction effect. (1) Drug 1: CC12CCC(CC1=CCC3C2CCC4(C3CC=C4C5=CN=CC=C5)C)O. Drug 2: CCC1=CC2CC(C3=C(CN(C2)C1)C4=CC=CC=C4N3)(C5=C(C=C6C(=C5)C78CCN9C7C(C=CC9)(C(C(C8N6C)(C(=O)OC)O)OC(=O)C)CC)OC)C(=O)OC.C(C(C(=O)O)O)(C(=O)O)O. Cell line: UACC62. Synergy scores: CSS=53.8, Synergy_ZIP=11.9, Synergy_Bliss=12.0, Synergy_Loewe=-16.6, Synergy_HSA=13.4. (2) Drug 1: CC1CCC2CC(C(=CC=CC=CC(CC(C(=O)C(C(C(=CC(C(=O)CC(OC(=O)C3CCCCN3C(=O)C(=O)C1(O2)O)C(C)CC4CCC(C(C4)OC)O)C)C)O)OC)C)C)C)OC. Drug 2: CN(CCCl)CCCl.Cl. Cell line: MCF7. Synergy scores: CSS=22.2, Synergy_ZIP=-11.5, Synergy_Bliss=-4.76, Synergy_Loewe=-3.20, Synergy_HSA=-1.34. (3) Drug 1: CC1=C(C(=CC=C1)Cl)NC(=O)C2=CN=C(S2)NC3=CC(=NC(=N3)C)N4CCN(CC4)CCO. Drug 2: C1=CN(C=N1)CC(O)(P(=O)(O)O)P(=O)(O)O. Cell line: TK-10. Synergy scores: CSS=40.5, Synergy_ZIP=4.28, Synergy_Bliss=-0.535, Synergy_Loewe=-37.1, Synergy_HSA=0.403.